From a dataset of Kir2.1 potassium channel HTS with 301,493 compounds. Binary Classification. Given a drug SMILES string, predict its activity (active/inactive) in a high-throughput screening assay against a specified biological target. The compound is O(\N=C(/N(C)C)c1nonc1N)C(=O)c1ccccc1. The result is 0 (inactive).